From a dataset of Merck oncology drug combination screen with 23,052 pairs across 39 cell lines. Regression. Given two drug SMILES strings and cell line genomic features, predict the synergy score measuring deviation from expected non-interaction effect. (1) Drug 1: C#Cc1cccc(Nc2ncnc3cc(OCCOC)c(OCCOC)cc23)c1. Drug 2: CCc1cnn2c(NCc3ccc[n+]([O-])c3)cc(N3CCCCC3CCO)nc12. Cell line: SW837. Synergy scores: synergy=18.1. (2) Cell line: OVCAR3. Drug 1: CN1C(=O)C=CC2(C)C3CCC4(C)C(NC(=O)OCC(F)(F)F)CCC4C3CCC12. Synergy scores: synergy=-7.54. Drug 2: COc1cccc2c1C(=O)c1c(O)c3c(c(O)c1C2=O)CC(O)(C(=O)CO)CC3OC1CC(N)C(O)C(C)O1. (3) Drug 1: Cc1nc(Nc2ncc(C(=O)Nc3c(C)cccc3Cl)s2)cc(N2CCN(CCO)CC2)n1. Drug 2: Cn1cc(-c2cnn3c(N)c(Br)c(C4CCCNC4)nc23)cn1. Cell line: LOVO. Synergy scores: synergy=47.6. (4) Drug 1: N.N.O=C(O)C1(C(=O)O)CCC1.[Pt]. Drug 2: C#Cc1cccc(Nc2ncnc3cc(OCCOC)c(OCCOC)cc23)c1. Cell line: CAOV3. Synergy scores: synergy=5.17. (5) Drug 1: C=CCn1c(=O)c2cnc(Nc3ccc(N4CCN(C)CC4)cc3)nc2n1-c1cccc(C(C)(C)O)n1. Drug 2: COC1=C2CC(C)CC(OC)C(O)C(C)C=C(C)C(OC(N)=O)C(OC)C=CC=C(C)C(=O)NC(=CC1=O)C2=O. Cell line: RKO. Synergy scores: synergy=3.36.